Task: Predict the product of the given reaction.. Dataset: Forward reaction prediction with 1.9M reactions from USPTO patents (1976-2016) (1) Given the reactants [OH:1][C:2]1[C:10]([N+:11]([O-])=O)=[C:9]2[C:5]([CH:6]=[N:7][N:8]2[CH2:14][C@@H:15]([NH:17][C:18](=[O:27])[O:19][CH2:20][C:21]2[CH:26]=[CH:25][CH:24]=[CH:23][CH:22]=2)[CH3:16])=[CH:4][CH:3]=1.C(O)(=O)C, predict the reaction product. The product is: [NH2:11][C:10]1[C:2]([OH:1])=[CH:3][CH:4]=[C:5]2[C:9]=1[N:8]([CH2:14][C@@H:15]([NH:17][C:18](=[O:27])[O:19][CH2:20][C:21]1[CH:22]=[CH:23][CH:24]=[CH:25][CH:26]=1)[CH3:16])[N:7]=[CH:6]2. (2) Given the reactants [C:1]([C:3]1[CH:4]=[N:5][C:6]2[C:11]([CH:12]=1)=[CH:10][C:9]([O:13][CH:14]([S:18][CH3:19])[C:15]([OH:17])=O)=[CH:8][CH:7]=2)#[CH:2].ON1C2N=CC=CC=2N=N1.[B-](F)(F)(F)F.CN(C(ON1N=NC2C1=CC=CC=2)=[N+](C)C)C.[NH2:52][C:53]([CH3:58])([CH2:56][OH:57])[C:54]#[N:55], predict the reaction product. The product is: [C:54]([C:53]([NH:52][C:15](=[O:17])[CH:14]([O:13][C:9]1[CH:10]=[C:11]2[C:6](=[CH:7][CH:8]=1)[N:5]=[CH:4][C:3]([C:1]#[CH:2])=[CH:12]2)[S:18][CH3:19])([CH3:58])[CH2:56][OH:57])#[N:55]. (3) Given the reactants Cl[C:2]1[N:11]=[C:10]([NH:12][CH2:13][C:14]2[CH:19]=[CH:18][C:17]([NH:20][C:21](=[O:29])[C:22]3[CH:27]=[CH:26][C:25]([CH3:28])=[N:24][CH:23]=3)=[CH:16][CH:15]=2)[C:9]2[C:4](=[CH:5][C:6]([CH3:30])=[CH:7][CH:8]=2)[N:3]=1.[CH3:31][NH:32][CH3:33], predict the reaction product. The product is: [CH3:31][N:32]([CH3:33])[C:2]1[N:11]=[C:10]([NH:12][CH2:13][C:14]2[CH:19]=[CH:18][C:17]([NH:20][C:21](=[O:29])[C:22]3[CH:27]=[CH:26][C:25]([CH3:28])=[N:24][CH:23]=3)=[CH:16][CH:15]=2)[C:9]2[C:4](=[CH:5][C:6]([CH3:30])=[CH:7][CH:8]=2)[N:3]=1. (4) Given the reactants [C:1]([N:8]1[CH2:13][CH2:12][CH2:11][C:10](=O)[CH2:9]1)([O:3][C:4]([CH3:7])([CH3:6])[CH3:5])=[O:2].O=C[C@@H]([C@H]([C@@H]([C@@H](CO)O)O)O)O.[NH2:27][C@H](C(O)=O)C.CC1N=CC(COP(O)(O)=O)=C(C=O)C=1O, predict the reaction product. The product is: [C:1]([N:8]1[CH2:13][CH2:12][CH2:11][CH:10]([NH2:27])[CH2:9]1)([O:3][C:4]([CH3:7])([CH3:6])[CH3:5])=[O:2].